From a dataset of Full USPTO retrosynthesis dataset with 1.9M reactions from patents (1976-2016). Predict the reactants needed to synthesize the given product. (1) Given the product [CH3:66][C:67]1[CH:74]=[CH:73][C:72]([CH3:75])=[CH:71][C:68]=1[CH2:69][CH:19]([CH2:18][N:15]1[CH2:16][CH2:17][CH:12]([NH:11][CH2:10][C@H:9]([OH:8])[C:23]2[CH:32]=[CH:31][C:30]([OH:33])=[C:29]3[C:24]=2[CH:25]=[CH:26][C:27](=[O:34])[NH:28]3)[CH2:13][CH2:14]1)[C:20]([NH2:36])=[O:22], predict the reactants needed to synthesize it. The reactants are: [Si]([O:8][C@H:9]([C:23]1[CH:32]=[CH:31][C:30]([OH:33])=[C:29]2[C:24]=1[CH:25]=[CH:26][C:27](=[O:34])[NH:28]2)[CH2:10][NH:11][CH:12]1[CH2:17][CH2:16][N:15]([CH2:18][CH2:19][C:20]([OH:22])=O)[CH2:14][CH2:13]1)(C(C)(C)C)(C)C.C[N:36](C(ON1N=NC2C=CC=NC1=2)=[N+](C)C)C.F[P-](F)(F)(F)(F)F.C(N(CC)CC)C.[CH3:66][C:67]1[CH:74]=[CH:73][C:72]([CH3:75])=[CH:71][C:68]=1[CH2:69]N. (2) Given the product [CH2:22]([NH:23][C:13](=[O:15])[CH2:12][CH2:11][CH2:10][O:9][C:8]1[C:3]([CH:1]=[O:2])=[CH:4][CH:5]=[C:6]([O:17][CH2:18][CH2:19][CH3:20])[C:7]=1[CH3:16])[CH3:21], predict the reactants needed to synthesize it. The reactants are: [CH:1]([C:3]1[C:8]([O:9][CH2:10][CH2:11][CH2:12][C:13]([OH:15])=O)=[C:7]([CH3:16])[C:6]([O:17][CH2:18][CH2:19][CH3:20])=[CH:5][CH:4]=1)=[O:2].[CH3:21][CH2:22][N:23](C(C)C)C(C)C.CN(C(ON1N=NC2C=CC=NC1=2)=[N+](C)C)C.F[P-](F)(F)(F)(F)F.Cl.C(N)C. (3) Given the product [Cl:29][C:19]1[C:20]2[C:26]([F:27])=[CH:25][CH:24]=[C:23]([F:28])[C:21]=2[S:22][C:18]=1[C:16]([N:15]([CH2:30][C:31]1[CH:32]=[C:33]([C:39]2[CH:44]=[CH:43][N:42]=[C:41]([C:45](=[O:47])[NH:51][CH3:50])[CH:40]=2)[CH:34]=[CH:35][C:36]=1[O:37][CH3:38])[CH:12]1[CH2:11][CH2:10][CH:9]([N:8]([CH3:49])[C:6](=[O:7])[O:5][C:1]([CH3:4])([CH3:3])[CH3:2])[CH2:14][CH2:13]1)=[O:17], predict the reactants needed to synthesize it. The reactants are: [C:1]([O:5][C:6]([N:8]([CH3:49])[CH:9]1[CH2:14][CH2:13][CH:12]([N:15]([CH2:30][C:31]2[CH:32]=[C:33]([C:39]3[CH:44]=[CH:43][N:42]=[C:41]([C:45]([O:47]C)=O)[CH:40]=3)[CH:34]=[CH:35][C:36]=2[O:37][CH3:38])[C:16]([C:18]2[S:22][C:21]3[C:23]([F:28])=[CH:24][CH:25]=[C:26]([F:27])[C:20]=3[C:19]=2[Cl:29])=[O:17])[CH2:11][CH2:10]1)=[O:7])([CH3:4])([CH3:3])[CH3:2].[CH3:50][NH2:51]. (4) Given the product [CH2:1]([O:4][C:5]1[CH:14]=[CH:13][C:12]2[C:7](=[CH:8][CH:9]=[CH:10][CH:11]=2)[C:6]=1[CH2:15][OH:16])[CH:2]=[CH2:3], predict the reactants needed to synthesize it. The reactants are: [CH2:1]([O:4][C:5]1[CH:14]=[CH:13][C:12]2[C:7](=[CH:8][CH:9]=[CH:10][CH:11]=2)[C:6]=1[CH:15]=[O:16])[CH:2]=[CH2:3].[BH4-].[Na+]. (5) Given the product [O:11]1[CH:12]=[CH:13][CH:14]=[C:10]1[CH2:9][N:6]1[C:7]2[N:8]=[CH:17][NH:1][C:2]=2[C:3](=[O:16])[NH:4][C:5]1=[S:15], predict the reactants needed to synthesize it. The reactants are: [NH2:1][C:2]1[C:3](=[O:16])[NH:4][C:5](=[S:15])[N:6]([CH2:9][C:10]2[O:11][CH:12]=[CH:13][CH:14]=2)[C:7]=1[NH2:8].[CH:17](O)=O. (6) Given the product [Br:8][C:9]1[CH:14]=[CH:13][C:12]([CH2:15][C:16]([O:18][CH3:22])=[O:17])=[C:11]([F:19])[CH:10]=1, predict the reactants needed to synthesize it. The reactants are: [N+](=C[Si](C)(C)C)=[N-].[Br:8][C:9]1[CH:14]=[CH:13][C:12]([CH2:15][C:16]([OH:18])=[O:17])=[C:11]([F:19])[CH:10]=1.[N+](=[CH2:22])=[N-]. (7) Given the product [C:1]([O:5][C:6]([N:8]1[CH2:13][CH2:12][C@@H:11]([O:14][C:21]2[CH:22]=[CH:23][CH:24]=[C:19]([Br:18])[CH:20]=2)[CH2:10][C@@H:9]1[CH3:15])=[O:7])([CH3:4])([CH3:2])[CH3:3], predict the reactants needed to synthesize it. The reactants are: [C:1]([O:5][C:6]([N:8]1[CH2:13][CH2:12][C@@H:11]([OH:14])[CH2:10][C@@H:9]1[CH3:15])=[O:7])([CH3:4])([CH3:3])[CH3:2].[H-].[Na+].[Br:18][C:19]1[CH:24]=[CH:23][CH:22]=[C:21](F)[CH:20]=1. (8) Given the product [F:1][C:2]1[CH:7]=[CH:6][C:5]([F:8])=[CH:4][C:3]=1[CH:9]1[CH2:13][CH2:12][CH2:11][N:10]1[C:14]1[CH:15]=[CH:16][C:17]2[N:18]([C:20]([C:23]([NH:64][C:63]3[CH:65]=[CH:66][C:60]([F:59])=[CH:61][CH:62]=3)=[O:25])=[CH:21][N:22]=2)[CH:19]=1, predict the reactants needed to synthesize it. The reactants are: [F:1][C:2]1[CH:7]=[CH:6][C:5]([F:8])=[CH:4][C:3]=1[CH:9]1[CH2:13][CH2:12][CH2:11][N:10]1[C:14]1[CH:15]=[CH:16][C:17]2[N:18]([C:20]([C:23]([OH:25])=O)=[CH:21][N:22]=2)[CH:19]=1.CN(C(ON1N=NC2C=CC=NC1=2)=[N+](C)C)C.F[P-](F)(F)(F)(F)F.CCN(C(C)C)C(C)C.[F:59][C:60]1[CH:66]=[CH:65][C:63]([NH2:64])=[CH:62][CH:61]=1.